This data is from Reaction yield outcomes from USPTO patents with 853,638 reactions. The task is: Predict the reaction yield, written as a fraction of the theoretical maximum amount of product (1.0 means a 100% yield; for example, 0.34 means a 34% yield). (1) The reactants are CC(C)([O-])C.[K+].C1(C)C=CC(S([CH2:16][N+:17]#[C-])(=O)=O)=CC=1.[CH3:20][O:21][C:22]1[CH:23]=[C:24]([CH:40]=[CH:41][C:42]=1[O:43][CH2:44][C:45]1[N:46]=[C:47]([C:51]2[CH:56]=[CH:55][CH:54]=[CH:53][CH:52]=2)[O:48][C:49]=1[CH3:50])[CH2:25][O:26][C:27]1[C:31]([CH:32]=O)=[CH:30][N:29]([C:34]2[CH:39]=[CH:38][CH:37]=[CH:36][CH:35]=2)[N:28]=1.[Cl-].[NH4+]. The catalyst is C(COC)OC.CO. The product is [CH3:20][O:21][C:22]1[CH:23]=[C:24]([CH:40]=[CH:41][C:42]=1[O:43][CH2:44][C:45]1[N:46]=[C:47]([C:51]2[CH:56]=[CH:55][CH:54]=[CH:53][CH:52]=2)[O:48][C:49]=1[CH3:50])[CH2:25][O:26][C:27]1[C:31]([CH2:32][C:16]#[N:17])=[CH:30][N:29]([C:34]2[CH:35]=[CH:36][CH:37]=[CH:38][CH:39]=2)[N:28]=1. The yield is 0.470. (2) The reactants are Br[C:2]1[C:10]2[O:9][C:8]([CH3:12])([CH3:11])[C:7](=[O:13])[C:6]=2[C:5]([CH3:14])=[CH:4][C:3]=1[CH3:15].[CH3:16][O-:17].[Na+].CO. The catalyst is [Cu](Br)Br.O. The product is [CH3:16][O:17][C:2]1[C:10]2[O:9][C:8]([CH3:12])([CH3:11])[C:7](=[O:13])[C:6]=2[C:5]([CH3:14])=[CH:4][C:3]=1[CH3:15]. The yield is 0.500. (3) The reactants are [CH2:1]([O:8][C@@H:9]1[C@@H:14]([O:15][CH2:16][C:17]2[CH:22]=[CH:21][CH:20]=[CH:19][CH:18]=2)[C@H:13]([O:23][CH2:24][C:25]2[CH:30]=[CH:29][CH:28]=[CH:27][CH:26]=2)[C@@H:12]([CH2:31][O:32][CH2:33][C:34]2[CH:39]=[CH:38][CH:37]=[CH:36][CH:35]=2)[S:11][C:10]1([C:41]1[CH:46]=[CH:45][C:44]([Cl:47])=[C:43]([CH2:48][C:49]2[CH:58]=[CH:57][C:52]3[O:53][CH2:54][CH2:55][O:56][C:51]=3[CH:50]=2)[CH:42]=1)O)[C:2]1[CH:7]=[CH:6][CH:5]=[CH:4][CH:3]=1.C([SiH](CC)CC)C.B(F)(F)F.CCOCC. The catalyst is ClCCl.C(#N)C. The product is [Cl:47][C:44]1[CH:45]=[CH:46][C:41]([C@H:10]2[C@H:9]([O:8][CH2:1][C:2]3[CH:7]=[CH:6][CH:5]=[CH:4][CH:3]=3)[C@@H:14]([O:15][CH2:16][C:17]3[CH:22]=[CH:21][CH:20]=[CH:19][CH:18]=3)[C@H:13]([O:23][CH2:24][C:25]3[CH:26]=[CH:27][CH:28]=[CH:29][CH:30]=3)[C@@H:12]([CH2:31][O:32][CH2:33][C:34]3[CH:39]=[CH:38][CH:37]=[CH:36][CH:35]=3)[S:11]2)=[CH:42][C:43]=1[CH2:48][C:49]1[CH:58]=[CH:57][C:52]2[O:53][CH2:54][CH2:55][O:56][C:51]=2[CH:50]=1. The yield is 0.530. (4) No catalyst specified. The yield is 0.140. The reactants are [F:1][C:2]([F:15])([F:14])[O:3][C:4]1[CH:13]=[CH:12][C:7]2[N:8]=[C:9]([NH2:11])[S:10][C:6]=2[CH:5]=1.[Cl:16][C:17]1[CH:18]=[C:19]([CH:23]=[C:24]([Cl:26])[CH:25]=1)[C:20](Cl)=[O:21].Br[CH:28]([CH2:33][CH3:34])[C:29]([O:31]C)=[O:30].COC1C=CC2N=C(N)SC=2C=1.ClC1C=C(C=CC=1)C(Cl)=O.BrCC(OCC)=O. The product is [Cl:16][C:17]1[CH:18]=[C:19]([CH:23]=[C:24]([Cl:26])[CH:25]=1)[C:20]([N:11]=[C:9]1[N:8]([CH:28]([CH2:33][CH3:34])[C:29]([OH:31])=[O:30])[C:7]2[CH:12]=[CH:13][C:4]([O:3][C:2]([F:1])([F:14])[F:15])=[CH:5][C:6]=2[S:10]1)=[O:21]. (5) The reactants are [OH:1][C:2]1[CH:7]=[CH:6][C:5]([C@@H:8]([OH:38])[CH2:9][N:10]([CH2:26][C@H:27]([OH:37])[C:28]2[CH:33]=[CH:32][C:31]([OH:34])=[C:30]([CH2:35][OH:36])[CH:29]=2)[CH2:11][CH2:12][CH2:13][CH2:14][C:15]2[CH:20]=[CH:19][C:18]([CH2:21][CH2:22][CH2:23][CH2:24][NH2:25])=[CH:17][CH:16]=2)=[CH:4][C:3]=1[CH2:39][OH:40].I.[NH2:42][C:43]1[C:44]([C:51]([NH:53][C:54](=[NH:57])SC)=[O:52])=[N:45][C:46]([Cl:50])=[C:47]([NH2:49])[N:48]=1.C(N(C(C)C)CC)(C)C. The yield is 0.300. The catalyst is C(O)C. The product is [OH:37][C@H:27]([C:28]1[CH:33]=[CH:32][C:31]([OH:34])=[C:30]([CH2:35][OH:36])[CH:29]=1)[CH2:26][N:10]([CH2:9][C@@H:8]([C:5]1[CH:6]=[CH:7][C:2]([OH:1])=[C:3]([CH2:39][OH:40])[CH:4]=1)[OH:38])[CH2:11][CH2:12][CH2:13][CH2:14][C:15]1[CH:16]=[CH:17][C:18]([CH2:21][CH2:22][CH2:23][CH2:24][NH:25][C:54]([NH:53][C:51]([C:44]2[C:43]([NH2:42])=[N:48][C:47]([NH2:49])=[C:46]([Cl:50])[N:45]=2)=[O:52])=[NH:57])=[CH:19][CH:20]=1. (6) The reactants are [NH:1]1[CH:5]=[CH:4][N:3]=[C:2]1[CH2:6][C:7]1([C:21]([O:23]C(C)(C)C)=O)[CH2:11][C:10](=[O:12])[N:9]([C:13]2[C:18]([CH3:19])=[CH:17][CH:16]=[CH:15][C:14]=2[CH3:20])[CH2:8]1.C(C1NC=CN=1)(C1NC=CN=1)=O.C(N(C(C)C)CC)(C)C.[F:49][C:50]([F:63])([F:62])[C:51]1[CH:52]=[C:53]([CH:55]=[C:56]([C:58]([F:61])([F:60])[F:59])[CH:57]=1)[NH2:54]. The catalyst is Cl.O1CCOCC1.C(OCC)(=O)C. The product is [NH:3]1[CH:4]=[CH:5][N:1]=[C:2]1[CH2:6][C:7]1([C:21]([NH:54][C:53]2[CH:55]=[C:56]([C:58]([F:59])([F:60])[F:61])[CH:57]=[C:51]([C:50]([F:49])([F:62])[F:63])[CH:52]=2)=[O:23])[CH2:11][C:10](=[O:12])[N:9]([C:13]2[C:14]([CH3:20])=[CH:15][CH:16]=[CH:17][C:18]=2[CH3:19])[CH2:8]1. The yield is 0.420.